The task is: Regression. Given a peptide amino acid sequence and an MHC pseudo amino acid sequence, predict their binding affinity value. This is MHC class I binding data.. This data is from Peptide-MHC class I binding affinity with 185,985 pairs from IEDB/IMGT. (1) The MHC is HLA-A11:01 with pseudo-sequence HLA-A11:01. The peptide sequence is MINYYNEMSR. The binding affinity (normalized) is 0.632. (2) The peptide sequence is TINAWIKGV. The MHC is HLA-A02:03 with pseudo-sequence HLA-A02:03. The binding affinity (normalized) is 0.753.